From a dataset of Forward reaction prediction with 1.9M reactions from USPTO patents (1976-2016). Predict the product of the given reaction. (1) Given the reactants [C:1]([O:5][C:6]([NH:8][C:9]1[CH:14]=[CH:13][C:12]([S:15][C:16]2[CH:24]=[CH:23][C:19]([C:20](O)=[O:21])=[CH:18][C:17]=2[NH:25][C:26]2[C:27]3[CH:35]=[CH:34][C:33]([CH:36]([CH3:38])[CH3:37])=[N:32][C:28]=3[N:29]=[CH:30][N:31]=2)=[CH:11][CH:10]=1)=[O:7])([CH3:4])([CH3:3])[CH3:2].[CH:39]1[CH:44]=[CH:43][C:42]([C@@H:45]([NH2:48])[CH2:46][OH:47])=[CH:41][CH:40]=1, predict the reaction product. The product is: [C:1]([O:5][C:6](=[O:7])[NH:8][C:9]1[CH:10]=[CH:11][C:12]([S:15][C:16]2[CH:24]=[CH:23][C:19]([C:20](=[O:21])[NH:48][C@H:45]([C:42]3[CH:43]=[CH:44][CH:39]=[CH:40][CH:41]=3)[CH2:46][OH:47])=[CH:18][C:17]=2[NH:25][C:26]2[C:27]3[CH:35]=[CH:34][C:33]([CH:36]([CH3:37])[CH3:38])=[N:32][C:28]=3[N:29]=[CH:30][N:31]=2)=[CH:13][CH:14]=1)([CH3:3])([CH3:4])[CH3:2]. (2) Given the reactants [CH2:1]([N:8]1[C:16]2[C:11](=[CH:12][C:13]([NH:17][C:18]3[N:26]=[CH:25][C:24](Br)=[CH:23][C:19]=3[C:20]([OH:22])=[O:21])=[CH:14][CH:15]=2)[CH:10]=[CH:9]1)[C:2]1[CH:7]=[CH:6][CH:5]=[CH:4][CH:3]=1.C[O-].[Na+].CO.CN(C)[C:35](=[O:37])C.Cl, predict the reaction product. The product is: [CH2:1]([N:8]1[C:16]2[C:11](=[CH:12][C:13]([NH:17][C:18]3[N:26]=[CH:25][C:24]([O:37][CH3:35])=[CH:23][C:19]=3[C:20]([OH:22])=[O:21])=[CH:14][CH:15]=2)[CH:10]=[CH:9]1)[C:2]1[CH:7]=[CH:6][CH:5]=[CH:4][CH:3]=1.